This data is from Full USPTO retrosynthesis dataset with 1.9M reactions from patents (1976-2016). The task is: Predict the reactants needed to synthesize the given product. (1) The reactants are: [C:1]([O:5][C:6]([N:8]1[CH2:12][C@@H:11]([CH2:13][N:14]([CH:31]([CH3:33])[CH3:32])[C:15](=[O:30])[C:16]2[CH:21]=[CH:20][C:19]([O:22][CH3:23])=[C:18]([O:24][CH2:25][CH2:26][CH2:27][O:28][CH3:29])[CH:17]=2)[C@H:10]([CH:34]=O)[CH2:9]1)=[O:7])([CH3:4])([CH3:3])[CH3:2].[CH:36]1([NH2:39])[CH2:38][CH2:37]1.C(Cl)Cl.CO.[NH4+].[OH-]. Given the product [C:1]([O:5][C:6]([N:8]1[CH2:12][C@@H:11]([CH2:13][N:14]([CH:31]([CH3:33])[CH3:32])[C:15](=[O:30])[C:16]2[CH:21]=[CH:20][C:19]([O:22][CH3:23])=[C:18]([O:24][CH2:25][CH2:26][CH2:27][O:28][CH3:29])[CH:17]=2)[C@H:10]([CH2:34][NH:39][CH:36]2[CH2:38][CH2:37]2)[CH2:9]1)=[O:7])([CH3:4])([CH3:3])[CH3:2], predict the reactants needed to synthesize it. (2) Given the product [Cl:31][C:32]1[CH:33]=[CH:34][C:35]([S:38]([NH:41][C:24]([NH:23][CH2:22][CH2:21][C:18]2[CH:19]=[CH:20][C:15]([N:4]3[CH:5]=[C:6]([C:8]4[CH:13]=[CH:12][CH:11]=[C:10]([CH3:14])[N:9]=4)[N:7]=[C:3]3[CH2:1][CH3:2])=[CH:16][CH:17]=2)=[O:30])(=[O:39])=[O:40])=[CH:36][CH:37]=1, predict the reactants needed to synthesize it. The reactants are: [CH2:1]([C:3]1[N:4]([C:15]2[CH:20]=[CH:19][C:18]([CH2:21][CH2:22][NH:23][C:24](=[O:30])OC(C)(C)C)=[CH:17][CH:16]=2)[CH:5]=[C:6]([C:8]2[CH:13]=[CH:12][CH:11]=[C:10]([CH3:14])[N:9]=2)[N:7]=1)[CH3:2].[Cl:31][C:32]1[CH:37]=[CH:36][C:35]([S:38]([N:41]=C=O)(=[O:40])=[O:39])=[CH:34][CH:33]=1. (3) Given the product [F:1][C:2]([F:9])([F:8])[CH2:3][S:4]([N:17]([CH2:16][C:14]1[CH:13]=[N:12][CH:11]=[N:10][CH:15]=1)[C:18]1[CH:23]=[CH:22][CH:21]=[C:20]([CH2:24][C:25]2[CH:30]=[CH:29][CH:28]=[CH:27][C:26]=2[C:31]([F:32])([F:33])[F:34])[CH:19]=1)(=[O:6])=[O:5], predict the reactants needed to synthesize it. The reactants are: [F:1][C:2]([F:9])([F:8])[CH2:3][S:4](Cl)(=[O:6])=[O:5].[N:10]1[CH:15]=[C:14]([CH2:16][NH:17][C:18]2[CH:23]=[CH:22][CH:21]=[C:20]([CH2:24][C:25]3[CH:30]=[CH:29][CH:28]=[CH:27][C:26]=3[C:31]([F:34])([F:33])[F:32])[CH:19]=2)[CH:13]=[N:12][CH:11]=1. (4) Given the product [OH:1][CH:2]([CH3:7])[CH2:3][C:4]([O-:6])=[O:5].[OH:8][CH2:9][CH2:10][C:11]([O-:13])=[O:12].[OH:14][CH2:15][CH2:16][CH2:17][C:18]([O-:20])=[O:19].[C:41]([O-:43])(=[O:42])[CH:23]([CH3:22])[OH:54], predict the reactants needed to synthesize it. The reactants are: [OH:1][CH:2]([CH3:7])[CH2:3][C:4]([O-:6])=[O:5].[OH:8][CH2:9][CH2:10][C:11]([O-:13])=[O:12].[OH:14][CH2:15][CH2:16][CH2:17][C:18]([O-:20])=[O:19].C[C:22]1(C)S[C@@H]2[C@H](NC([C@H](N)C3C=CC=CC=3)=O)C(=O)N2[C@H:23]1[C:41]([OH:43])=[O:42].C1C([C@@H](O)[C@H](NC(C(Cl)Cl)=O)C[OH:54])=CC=C([N+]([O-])=O)C=1. (5) Given the product [F:7][C:8]1[C:13]([F:14])=[CH:12][CH:11]=[C:10]([C:15]([N:17]2[CH2:20][C:19](=[CH2:1])[CH2:18]2)=[O:16])[C:9]=1[NH:22][C:23]1[CH:28]=[CH:27][C:26]([I:29])=[CH:25][C:24]=1[F:30], predict the reactants needed to synthesize it. The reactants are: [CH3:1]C(C)([O-])C.[K+].[F:7][C:8]1[C:9]([NH:22][C:23]2[CH:28]=[CH:27][C:26]([I:29])=[CH:25][C:24]=2[F:30])=[C:10]([C:15]([N:17]2[CH2:20][C:19](=O)[CH2:18]2)=[O:16])[CH:11]=[CH:12][C:13]=1[F:14].C(OCC)(=O)C.